Dataset: Catalyst prediction with 721,799 reactions and 888 catalyst types from USPTO. Task: Predict which catalyst facilitates the given reaction. (1) Reactant: [F:1][C:2]1[CH:3]=[C:4]([C:9]2[C:17]3[C:12](=[CH:13][CH:14]=[C:15]([O:18][CH2:19][CH2:20][N:21]4[CH2:26][CH2:25]O[CH2:23][CH2:22]4)[CH:16]=3)[C:11](=[O:27])[C:10]=2[C:28]2[CH:29]=[N:30][CH:31]=[CH:32][CH:33]=2)[CH:5]=[C:6]([F:8])[CH:7]=1.C([O-])([O-])=O.[K+].[K+].[CH3:40][S:41]([N:44]1CCN(CCOS(C)(=O)=O)CC1)(=[O:43])=[O:42]. Product: [F:8][C:6]1[CH:5]=[C:4]([C:9]2[C:17]3[C:12](=[CH:13][CH:14]=[C:15]([O:18][CH2:19][CH2:20][N:21]4[CH2:26][CH2:25][N:44]([S:41]([CH3:40])(=[O:43])=[O:42])[CH2:23][CH2:22]4)[CH:16]=3)[C:11](=[O:27])[C:10]=2[C:28]2[CH:29]=[N:30][CH:31]=[CH:32][CH:33]=2)[CH:3]=[C:2]([F:1])[CH:7]=1. The catalyst class is: 18. (2) Reactant: [Cl:1][C:2]1[CH:3]=[CH:4][C:5]([CH3:18])=[C:6]([C:8]2[NH:12][N:11]=[CH:10][C:9]=2[C:13]([O:15][CH2:16][CH3:17])=[O:14])[CH:7]=1.C(=O)([O-])[O-].[Cs+].[Cs+].Br[CH2:26][CH2:27][O:28][CH3:29]. Product: [Cl:1][C:2]1[CH:3]=[CH:4][C:5]([CH3:18])=[C:6]([C:8]2[C:9]([C:13]([O:15][CH2:16][CH3:17])=[O:14])=[CH:10][N:11]([CH2:26][CH2:27][O:28][CH3:29])[N:12]=2)[CH:7]=1. The catalyst class is: 9. (3) Reactant: [I:1]I.C(ON=O)(C)(C)C.N[C:11]1[C:12]([Cl:21])=[C:13]([CH:17]=[C:18]([Cl:20])[CH:19]=1)[C:14]([OH:16])=[O:15].O. Product: [Cl:21][C:12]1[C:11]([I:1])=[CH:19][C:18]([Cl:20])=[CH:17][C:13]=1[C:14]([OH:16])=[O:15]. The catalyst class is: 16. (4) Reactant: [H-].[Na+].[C:3]([CH2:5][C:6](OC)=O)#[N:4].[Br:10][C:11]1[CH:18]=C[C:14]([C:15]#[N:16])=[C:13](F)[CH:12]=1.Cl. Product: [Br:10][C:11]1[CH:18]=[CH:6][C:5]([C:3]#[N:4])=[C:13]([CH2:14][C:15]#[N:16])[CH:12]=1. The catalyst class is: 58. (5) Product: [C:9]([CH2:8][C@H:3]1[CH2:4][CH2:5][CH2:6][CH2:7][C@@H:2]1[NH:1][CH:35]1[CH2:34][CH2:33][N:32]([C:19]2([CH3:18])[CH2:20][CH2:21][N:22]([C:25]([O:27][C:28]([CH3:31])([CH3:30])[CH3:29])=[O:26])[CH2:23][CH2:24]2)[CH2:37][CH2:36]1)#[N:10]. The catalyst class is: 466. Reactant: [NH2:1][C@H:2]1[CH2:7][CH2:6][CH2:5][CH2:4][C@@H:3]1[CH2:8][C:9]#[N:10].C(N(CC)CC)C.[CH3:18][C:19]1([N:32]2[CH2:37][CH2:36][C:35](=O)[CH2:34][CH2:33]2)[CH2:24][CH2:23][N:22]([C:25]([O:27][C:28]([CH3:31])([CH3:30])[CH3:29])=[O:26])[CH2:21][CH2:20]1.C([BH3-])#N.[Na+]. (6) Reactant: [CH2:1]([C:10]1[CH:46]=[CH:45][C:13]([C:14]([C:16]2[CH:24]=[C:23]([C:25]([OH:27])=[O:26])[C:22]([C:28](=O)[C:29]3[CH:34]=[CH:33][C:32]([CH2:35][CH2:36][CH2:37][CH2:38][CH2:39][CH2:40][CH2:41][CH2:42][CH3:43])=[CH:31][CH:30]=3)=[CH:21][C:17]=2[C:18]([OH:20])=[O:19])=O)=[CH:12][CH:11]=1)[CH2:2][CH2:3][CH2:4][CH2:5][CH2:6][CH2:7][CH2:8][CH3:9].[H][H]. Product: [CH2:1]([C:10]1[CH:46]=[CH:45][C:13]([CH2:14][C:16]2[CH:24]=[C:23]([C:25]([OH:27])=[O:26])[C:22]([CH2:28][C:29]3[CH:30]=[CH:31][C:32]([CH2:35][CH2:36][CH2:37][CH2:38][CH2:39][CH2:40][CH2:41][CH2:42][CH3:43])=[CH:33][CH:34]=3)=[CH:21][C:17]=2[C:18]([OH:20])=[O:19])=[CH:12][CH:11]=1)[CH2:2][CH2:3][CH2:4][CH2:5][CH2:6][CH2:7][CH2:8][CH3:9]. The catalyst class is: 304. (7) Reactant: [NH2:1][C:2]1[CH:7]=[CH:6][N:5]=[C:4]([Cl:8])[CH:3]=1.C(N(CC)CC)C.[C:16](Cl)(=[O:21])[C:17]([CH3:20])([CH3:19])[CH3:18].CO. Product: [Cl:8][C:4]1[CH:3]=[C:2]([NH:1][C:16](=[O:21])[C:17]([CH3:20])([CH3:19])[CH3:18])[CH:7]=[CH:6][N:5]=1. The catalyst class is: 4. (8) Reactant: [N:1]1([C:7]([N:9]2[CH2:14][CH:13]([C:15]3[CH:20]=[CH:19][C:18]([C:21]([F:24])([F:23])[F:22])=[CH:17][CH:16]=3)[CH2:12][CH:11]([CH2:25][S:26][C:27]3[CH:32]=[CH:31][CH:30]=[CH:29][CH:28]=3)[CH2:10]2)=[O:8])[CH2:6][CH2:5][O:4][CH2:3][CH2:2]1.ClC1C=C(C=CC=1)C(OO)=[O:38]. Product: [N:1]1([C:7]([N:9]2[CH2:14][CH:13]([C:15]3[CH:16]=[CH:17][C:18]([C:21]([F:22])([F:23])[F:24])=[CH:19][CH:20]=3)[CH2:12][CH:11]([CH2:25][S:26]([C:27]3[CH:32]=[CH:31][CH:30]=[CH:29][CH:28]=3)=[O:38])[CH2:10]2)=[O:8])[CH2:6][CH2:5][O:4][CH2:3][CH2:2]1. The catalyst class is: 4.